Predict the reactants needed to synthesize the given product. From a dataset of Full USPTO retrosynthesis dataset with 1.9M reactions from patents (1976-2016). (1) Given the product [CH3:29][N:20]([CH2:19][C:15]1[CH:14]=[C:13]([C:10]2[CH:11]=[CH:12][C:7]([CH2:6][CH2:2][C:3]([Cl:33])=[O:4])=[CH:8][CH:9]=2)[CH:18]=[CH:17][CH:16]=1)[C:21]([C:23]1[CH:28]=[CH:27][CH:26]=[CH:25][CH:24]=1)=[O:22], predict the reactants needed to synthesize it. The reactants are: C[CH:2]([CH2:6][C:7]1[CH:12]=[CH:11][C:10]([C:13]2[CH:18]=[CH:17][CH:16]=[C:15]([CH2:19][N:20]([CH3:29])[C:21]([C:23]3[CH:28]=[CH:27][CH:26]=[CH:25][CH:24]=3)=[O:22])[CH:14]=2)=[CH:9][CH:8]=1)[C:3](O)=[O:4].C(Cl)(=O)C([Cl:33])=O. (2) Given the product [F:15][C:16]1[CH:22]=[CH:21][C:19]([NH:20][C:4]([C:6]2[CH:11]=[C:10]([C:12]#[N:13])[CH:9]=[C:8]([CH3:14])[N:7]=2)=[O:5])=[CH:18][CH:17]=1, predict the reactants needed to synthesize it. The reactants are: C(O[C:4]([C:6]1[CH:11]=[C:10]([C:12]#[N:13])[CH:9]=[C:8]([CH3:14])[N:7]=1)=[O:5])C.[F:15][C:16]1[CH:22]=[CH:21][C:19]([NH2:20])=[CH:18][CH:17]=1. (3) Given the product [Cl:8][C:7]1[C:2]([Cl:1])=[CH:3][C:4]([NH:27][CH:24]2[CH2:23][CH2:22][N:21]([CH:18]3[CH2:19][CH2:20][O:15][CH2:16][CH2:17]3)[CH2:26][CH2:25]2)=[C:5]([N+:9]([O-:11])=[O:10])[CH:6]=1, predict the reactants needed to synthesize it. The reactants are: [Cl:1][C:2]1[C:7]([Cl:8])=[CH:6][C:5]([N+:9]([O-:11])=[O:10])=[C:4](F)[CH:3]=1.Cl.Cl.[O:15]1[CH2:20][CH2:19][CH:18]([N:21]2[CH2:26][CH2:25][CH:24]([NH2:27])[CH2:23][CH2:22]2)[CH2:17][CH2:16]1.O.C(OCC)(=O)C. (4) Given the product [Cl:1][C:2]1[N:3]=[C:4]([N:11]2[CH2:16][CH2:15][O:14][CH2:13][CH2:12]2)[C:5]2[S:10][C:9]([CH3:17])=[CH:8][C:6]=2[N:7]=1, predict the reactants needed to synthesize it. The reactants are: [Cl:1][C:2]1[N:3]=[C:4]([N:11]2[CH2:16][CH2:15][O:14][CH2:13][CH2:12]2)[C:5]2[S:10][CH:9]=[CH:8][C:6]=2[N:7]=1.[CH2:17]([Li])CCC.IC.O. (5) Given the product [OH:46][CH2:42][CH2:43][C:44]#[C:45][C:7]1[CH:6]=[CH:5][C:9]([C:10](=[C:11]2[CH2:12][C:9]([CH3:10])([CH3:1])[CH2:5][C:37]([CH3:38])([CH3:39])[CH2:16]2)[C:26]2[CH:27]=[CH:28][C:29]([OH:32])=[CH:30][CH:31]=2)=[CH:1][CH:8]=1, predict the reactants needed to synthesize it. The reactants are: [CH:1]12[C:9](=[C:10]([C:26]3[CH:31]=[CH:30][C:29]([OH:32])=[CH:28][CH:27]=3)[C:11]3[CH:16]=CC(/C=C/C(OC(C)(C)C)=O)=C[CH:12]=3)[CH:5]([CH2:6][CH2:7][CH2:8]1)CCC2.C(N(CC)[CH:37]([CH3:39])[CH3:38])(C)C.[CH2:42]([OH:46])[CH2:43][C:44]#[CH:45].[NH4+].[Cl-].